Dataset: Orexin1 receptor HTS with 218,158 compounds and 233 confirmed actives. Task: Binary Classification. Given a drug SMILES string, predict its activity (active/inactive) in a high-throughput screening assay against a specified biological target. (1) The drug is FC(F)(F)c1nn(CC(=O)NCCOC)c(c1)C. The result is 0 (inactive). (2) The drug is S(=O)(=O)(N(CC)CC)c1cc2c([nH]c(=O)cc2C(=O)Nc2cc(ccc2)C(=O)C)cc1. The result is 0 (inactive). (3) The molecule is S(=O)(=O)(N1CCOCC1)c1ccc(C(=O)N2C(CC(OC)=O)C(=O)NCC2)cc1. The result is 0 (inactive).